This data is from NCI-60 drug combinations with 297,098 pairs across 59 cell lines. The task is: Regression. Given two drug SMILES strings and cell line genomic features, predict the synergy score measuring deviation from expected non-interaction effect. (1) Drug 1: CC(CN1CC(=O)NC(=O)C1)N2CC(=O)NC(=O)C2. Drug 2: CCC1=C2CN3C(=CC4=C(C3=O)COC(=O)C4(CC)O)C2=NC5=C1C=C(C=C5)O. Cell line: ACHN. Synergy scores: CSS=49.0, Synergy_ZIP=-6.50, Synergy_Bliss=2.08, Synergy_Loewe=-1.43, Synergy_HSA=4.33. (2) Drug 1: CS(=O)(=O)C1=CC(=C(C=C1)C(=O)NC2=CC(=C(C=C2)Cl)C3=CC=CC=N3)Cl. Cell line: HL-60(TB). Drug 2: C(CCl)NC(=O)N(CCCl)N=O. Synergy scores: CSS=5.95, Synergy_ZIP=1.11, Synergy_Bliss=3.93, Synergy_Loewe=-2.76, Synergy_HSA=-1.87. (3) Drug 1: CC(CN1CC(=O)NC(=O)C1)N2CC(=O)NC(=O)C2. Drug 2: C#CCC(CC1=CN=C2C(=N1)C(=NC(=N2)N)N)C3=CC=C(C=C3)C(=O)NC(CCC(=O)O)C(=O)O. Cell line: OVCAR-5. Synergy scores: CSS=7.36, Synergy_ZIP=-6.26, Synergy_Bliss=-9.67, Synergy_Loewe=-8.07, Synergy_HSA=-8.06. (4) Drug 1: C1CC(C1)(C(=O)O)C(=O)O.[NH2-].[NH2-].[Pt+2]. Drug 2: CN(CCCl)CCCl.Cl. Cell line: SNB-75. Synergy scores: CSS=11.3, Synergy_ZIP=-3.80, Synergy_Bliss=-2.96, Synergy_Loewe=-2.35, Synergy_HSA=-0.851. (5) Drug 2: C#CCC(CC1=CN=C2C(=N1)C(=NC(=N2)N)N)C3=CC=C(C=C3)C(=O)NC(CCC(=O)O)C(=O)O. Synergy scores: CSS=19.7, Synergy_ZIP=-4.15, Synergy_Bliss=-1.42, Synergy_Loewe=-8.87, Synergy_HSA=0.738. Drug 1: CCN(CC)CCNC(=O)C1=C(NC(=C1C)C=C2C3=C(C=CC(=C3)F)NC2=O)C. Cell line: HOP-62. (6) Drug 1: C#CCC(CC1=CN=C2C(=N1)C(=NC(=N2)N)N)C3=CC=C(C=C3)C(=O)NC(CCC(=O)O)C(=O)O. Drug 2: CN(CCCl)CCCl.Cl. Cell line: SK-OV-3. Synergy scores: CSS=26.6, Synergy_ZIP=-3.74, Synergy_Bliss=4.29, Synergy_Loewe=-8.06, Synergy_HSA=3.90. (7) Drug 1: CCC1(CC2CC(C3=C(CCN(C2)C1)C4=CC=CC=C4N3)(C5=C(C=C6C(=C5)C78CCN9C7C(C=CC9)(C(C(C8N6C=O)(C(=O)OC)O)OC(=O)C)CC)OC)C(=O)OC)O.OS(=O)(=O)O. Drug 2: C1=NC2=C(N1)C(=S)N=CN2. Cell line: SK-OV-3. Synergy scores: CSS=29.9, Synergy_ZIP=-8.81, Synergy_Bliss=-2.65, Synergy_Loewe=-1.08, Synergy_HSA=0.943. (8) Drug 1: CC1=CC2C(CCC3(C2CCC3(C(=O)C)OC(=O)C)C)C4(C1=CC(=O)CC4)C. Drug 2: CC1CCC2CC(C(=CC=CC=CC(CC(C(=O)C(C(C(=CC(C(=O)CC(OC(=O)C3CCCCN3C(=O)C(=O)C1(O2)O)C(C)CC4CCC(C(C4)OC)O)C)C)O)OC)C)C)C)OC. Cell line: SK-OV-3. Synergy scores: CSS=14.1, Synergy_ZIP=-3.22, Synergy_Bliss=-7.00, Synergy_Loewe=-9.79, Synergy_HSA=-6.39. (9) Drug 1: C1CN1P(=S)(N2CC2)N3CC3. Drug 2: CC1=C(C(=CC=C1)Cl)NC(=O)C2=CN=C(S2)NC3=CC(=NC(=N3)C)N4CCN(CC4)CCO. Cell line: BT-549. Synergy scores: CSS=4.64, Synergy_ZIP=0.672, Synergy_Bliss=3.60, Synergy_Loewe=-1.19, Synergy_HSA=-0.952. (10) Drug 1: CC1=C2C(C(=O)C3(C(CC4C(C3C(C(C2(C)C)(CC1OC(=O)C(C(C5=CC=CC=C5)NC(=O)OC(C)(C)C)O)O)OC(=O)C6=CC=CC=C6)(CO4)OC(=O)C)OC)C)OC. Drug 2: CC1=CC=C(C=C1)C2=CC(=NN2C3=CC=C(C=C3)S(=O)(=O)N)C(F)(F)F. Cell line: SF-539. Synergy scores: CSS=62.4, Synergy_ZIP=13.0, Synergy_Bliss=16.0, Synergy_Loewe=-27.4, Synergy_HSA=18.0.